Dataset: Forward reaction prediction with 1.9M reactions from USPTO patents (1976-2016). Task: Predict the product of the given reaction. (1) Given the reactants C([O:8][N:9]1[C:15](=[O:16])[N:14]2[CH2:17][C@H:10]1[CH2:11][CH2:12][C@H:13]2[C:18]([NH2:20])=[O:19])C1C=CC=CC=1, predict the reaction product. The product is: [OH:8][N:9]1[C:15](=[O:16])[N:14]2[CH2:17][C@H:10]1[CH2:11][CH2:12][C@H:13]2[C:18]([NH2:20])=[O:19]. (2) Given the reactants F[C:2]1[CH:7]=[C:6]([C:8]2[N:9]=[C:10]([S:20][CH3:21])[NH:11][C:12]=2[C:13]2[CH:18]=[CH:17][C:16]([F:19])=[CH:15][CH:14]=2)[CH:5]=[CH:4][N:3]=1.[CH:22]1([NH2:28])[CH2:27][CH2:26][CH2:25][CH2:24][CH2:23]1, predict the reaction product. The product is: [CH:22]1([NH:28][C:2]2[CH:7]=[C:6]([C:8]3[N:9]=[C:10]([S:20][CH3:21])[NH:11][C:12]=3[C:13]3[CH:18]=[CH:17][C:16]([F:19])=[CH:15][CH:14]=3)[CH:5]=[CH:4][N:3]=2)[CH2:27][CH2:26][CH2:25][CH2:24][CH2:23]1. (3) Given the reactants C[O:2][C:3]([CH:5]1[CH2:9][O:8][CH:7]([C:10]2[CH:15]=[CH:14][N:13]=[CH:12][CH:11]=2)[N:6]1[C:16]([O:18][CH2:19][C:20]1[CH:25]=[CH:24][CH:23]=[CH:22][CH:21]=1)=[O:17])=[O:4].[OH-].[Na+], predict the reaction product. The product is: [CH2:19]([O:18][C:16]([N:6]1[CH:5]([C:3]([OH:4])=[O:2])[CH2:9][O:8][CH:7]1[C:10]1[CH:11]=[CH:12][N:13]=[CH:14][CH:15]=1)=[O:17])[C:20]1[CH:25]=[CH:24][CH:23]=[CH:22][CH:21]=1. (4) Given the reactants [CH2:1]([O:3][CH:4]([O:24][CH2:25][CH3:26])[C:5]1[O:13][C:12]2[C:11]([C:14]3[CH:23]=[CH:22][C:17]([C:18]([O:20]C)=[O:19])=[CH:16][CH:15]=3)=[CH:10][N:9]=[CH:8][C:7]=2[CH:6]=1)[CH3:2].[OH-].[Na+], predict the reaction product. The product is: [CH2:1]([O:3][CH:4]([O:24][CH2:25][CH3:26])[C:5]1[O:13][C:12]2[C:11]([C:14]3[CH:23]=[CH:22][C:17]([C:18]([OH:20])=[O:19])=[CH:16][CH:15]=3)=[CH:10][N:9]=[CH:8][C:7]=2[CH:6]=1)[CH3:2]. (5) Given the reactants [CH3:1][C:2]1([C:6]2[CH:12]=[CH:11][C:9]([NH2:10])=[C:8]([N+:13]([O-])=O)[CH:7]=2)[CH2:5][CH2:4][CH2:3]1, predict the reaction product. The product is: [CH3:1][C:2]1([C:6]2[CH:7]=[C:8]([NH2:13])[C:9]([NH2:10])=[CH:11][CH:12]=2)[CH2:3][CH2:4][CH2:5]1. (6) Given the reactants Cl[CH2:2][C:3]([NH:5][C:6]1[CH:11]=[CH:10][C:9]([Cl:12])=[C:8]([C:13]([F:16])([F:15])[F:14])[CH:7]=1)=[O:4].C(C1C=C(NC(=O)C[NH:29][C:30]2[CH:35]=[CH:34][C:33]([O:36][C:37]3[CH:42]=[CH:41]N=C[CH:38]=3)=[CH:32][CH:31]=2)ON=1)(C)(C)C.[CH2:44]([N:46](C(C)C)C(C)C)C, predict the reaction product. The product is: [Cl:12][C:9]1[CH:10]=[CH:11][C:6]([NH:5][C:3](=[O:4])[CH2:2][NH:29][C:30]2[CH:31]=[CH:32][C:33]([O:36][C:37]3[CH:38]=[N:46][CH:44]=[CH:41][CH:42]=3)=[CH:34][CH:35]=2)=[CH:7][C:8]=1[C:13]([F:16])([F:15])[F:14].